Dataset: Reaction yield outcomes from USPTO patents with 853,638 reactions. Task: Predict the reaction yield, written as a fraction of the theoretical maximum amount of product (1.0 means a 100% yield; for example, 0.34 means a 34% yield). (1) The reactants are CN(C(ON1N=NC2C=CC=NC1=2)=[N+](C)C)C.F[P-](F)(F)(F)(F)F.[CH3:25][S:26]([C:29]1[CH:37]=[CH:36][C:32]([C:33]([OH:35])=O)=[C:31]([N+:38]([O-:40])=[O:39])[CH:30]=1)(=[O:28])=[O:27].Cl.[NH2:42][C@@H:43]([CH:51]1[CH2:56][CH2:55][CH2:54][CH2:53][CH2:52]1)[C:44]([O:46][C:47]([CH3:50])([CH3:49])[CH3:48])=[O:45].C(NC(C)C)(C)C. The catalyst is CN(C=O)C.C(OCC)(=O)C.CCCCCC.C(OCC)(=O)C. The product is [CH:51]1([C@H:43]([NH:42][C:33]([C:32]2[CH:36]=[CH:37][C:29]([S:26]([CH3:25])(=[O:27])=[O:28])=[CH:30][C:31]=2[N+:38]([O-:40])=[O:39])=[O:35])[C:44]([O:46][C:47]([CH3:49])([CH3:48])[CH3:50])=[O:45])[CH2:56][CH2:55][CH2:54][CH2:53][CH2:52]1. The yield is 0.740. (2) The reactants are [NH2:1][C:2]1[N:7]=[C:6]([N:8]2[CH2:13][CH2:12][N:11](C(OC(C)(C)C)=O)[CH2:10][CH2:9]2)[C:5]([NH2:21])=[C:4]([SH:22])[N:3]=1.[F:23][C:24]1[CH:29]=[CH:28][C:27]([CH2:30][CH2:31][CH2:32][C:33](O)=O)=[CH:26][CH:25]=1. No catalyst specified. The product is [F:23][C:24]1[CH:29]=[CH:28][C:27]([CH2:30][CH2:31][CH2:32][C:33]2[S:22][C:4]3[N:3]=[C:2]([NH2:1])[N:7]=[C:6]([N:8]4[CH2:9][CH2:10][NH:11][CH2:12][CH2:13]4)[C:5]=3[N:21]=2)=[CH:26][CH:25]=1. The yield is 0.480. (3) The reactants are C([O:3][CH:4](OCC)[C:5]1[CH:23]=[CH:22][C:8]([CH2:9][N:10]([CH3:21])[C:11](=[O:20])[O:12][CH2:13][C:14]2[CH:19]=[CH:18][CH:17]=[CH:16][CH:15]=2)=[CH:7][CH:6]=1)C.C(=O)([O-])[O-].[K+].[K+]. The catalyst is Cl. The product is [CH:4]([C:5]1[CH:6]=[CH:7][C:8]([CH2:9][N:10]([CH3:21])[C:11](=[O:20])[O:12][CH2:13][C:14]2[CH:15]=[CH:16][CH:17]=[CH:18][CH:19]=2)=[CH:22][CH:23]=1)=[O:3]. The yield is 0.920. (4) The reactants are [Cl:1][C:2]1[CH:3]=[C:4]([CH:26]=[CH:27][C:28]=1[O:29][CH3:30])[CH2:5][NH:6][C:7]1[C:12]([C:13]([NH:15][CH2:16][C:17]2[N:22]=[CH:21][CH:20]=[CH:19][N:18]=2)=[O:14])=[CH:11][N:10]=[C:9](S(C)=O)[N:8]=1.[CH2:31]1[C:33]2([CH2:38][CH2:37][NH:36][CH2:35][CH2:34]2)[CH2:32]1.C(N(CC)CC)C.O. The catalyst is C1COCC1.C(Cl)Cl. The product is [Cl:1][C:2]1[CH:3]=[C:4]([CH:26]=[CH:27][C:28]=1[O:29][CH3:30])[CH2:5][NH:6][C:7]1[C:12]([C:13]([NH:15][CH2:16][C:17]2[N:22]=[CH:21][CH:20]=[CH:19][N:18]=2)=[O:14])=[CH:11][N:10]=[C:9]([N:36]2[CH2:37][CH2:38][C:33]3([CH2:31][CH2:32]3)[CH2:34][CH2:35]2)[N:8]=1. The yield is 0.280. (5) The reactants are [CH3:1][O:2][C:3]1[CH:4]=[C:5]([N:12]2[CH2:17][CH2:16][CH2:15][C@:14]([CH3:21])([C:18](O)=[O:19])[CH2:13]2)[CH:6]=[CH:7][C:8]=1[N+:9]([O-:11])=[O:10].C(Cl)(=O)C(Cl)=O.[NH3:28].O1CCOCC1. The catalyst is ClCCl.CN(C)C=O. The product is [CH3:1][O:2][C:3]1[CH:4]=[C:5]([N:12]2[CH2:17][CH2:16][CH2:15][C@:14]([CH3:21])([C:18]([NH2:28])=[O:19])[CH2:13]2)[CH:6]=[CH:7][C:8]=1[N+:9]([O-:11])=[O:10]. The yield is 1.00. (6) The reactants are [Br:1][C:2]1[CH:7]=[C:6]([NH:8][C:9]([NH2:11])=[S:10])[CH:5]=[C:4]([Br:12])[N:3]=1.BrBr. The catalyst is C1COCC1. The product is [Br:1][C:2]1[C:7]2[S:10][C:9]([NH2:11])=[N:8][C:6]=2[CH:5]=[C:4]([Br:12])[N:3]=1. The yield is 0.200. (7) The reactants are [NH2:1][C:2]1[N:7]=[CH:6][C:5]([N:8]2[CH2:13][CH2:12][N:11]3[CH2:14][CH2:15][CH2:16][CH2:17][CH:10]3[C:9]2=[O:18])=[CH:4][CH:3]=1.[CH3:19][N:20]([CH3:38])[C:21]([C:23]1[N:32]([CH:33]2[CH2:37][CH2:36][CH2:35][CH2:34]2)[C:26]2[N:27]=[C:28](Cl)[N:29]=[CH:30][C:25]=2[CH:24]=1)=[O:22]. No catalyst specified. The product is [CH3:19][N:20]([CH3:38])[C:21]([C:23]1[N:32]([CH:33]2[CH2:37][CH2:36][CH2:35][CH2:34]2)[C:26]2[N:27]=[C:28]([NH:1][C:2]3[CH:3]=[CH:4][C:5]([N:8]4[CH2:13][CH2:12][N:11]5[CH2:14][CH2:15][CH2:16][CH2:17][CH:10]5[C:9]4=[O:18])=[CH:6][N:7]=3)[N:29]=[CH:30][C:25]=2[CH:24]=1)=[O:22]. The yield is 0.560. (8) The reactants are [CH3:1][O:2][C@H:3]1[CH2:11][C:10]2[C:5](=[CH:6][CH:7]=[CH:8][CH:9]=2)[C@H:4]1[NH2:12].[N:13]1[C:20]([Cl:21])=[N:19][C:17](Cl)=[N:16][C:14]=1[Cl:15].CCN(C(C)C)C(C)C.O. The catalyst is C1COCC1. The product is [Cl:15][C:14]1[N:13]=[C:20]([Cl:21])[N:19]=[C:17]([NH:12][C@@H:4]2[C:5]3[C:10](=[CH:9][CH:8]=[CH:7][CH:6]=3)[CH2:11][C@@H:3]2[O:2][CH3:1])[N:16]=1. The yield is 0.490. (9) The reactants are [CH2:1]([O:3][C:4]1[C:8]([CH2:9][CH2:10][CH2:11][O:12][C:13]2[CH:18]=[CH:17][C:16]([CH2:19][CH2:20][C:21]([O:23]CC)=[O:22])=[CH:15][C:14]=2[OH:26])=[CH:7][N:6]([C:27]2[CH:32]=[CH:31][C:30]([C:33]([F:36])([F:35])[F:34])=[CH:29][N:28]=2)[N:5]=1)[CH3:2].[OH-].[Na+].O1CCCC1.Cl. The catalyst is CO. The product is [CH2:1]([O:3][C:4]1[C:8]([CH2:9][CH2:10][CH2:11][O:12][C:13]2[CH:18]=[CH:17][C:16]([CH2:19][CH2:20][C:21]([OH:23])=[O:22])=[CH:15][C:14]=2[OH:26])=[CH:7][N:6]([C:27]2[CH:32]=[CH:31][C:30]([C:33]([F:34])([F:36])[F:35])=[CH:29][N:28]=2)[N:5]=1)[CH3:2]. The yield is 0.750.